This data is from Full USPTO retrosynthesis dataset with 1.9M reactions from patents (1976-2016). The task is: Predict the reactants needed to synthesize the given product. (1) The reactants are: [CH:1]1([CH:4]([C:11]2[CH:16]=[CH:15][N:14]=[C:13]([CH2:17][O:18][C:19]3[CH:24]=[CH:23][C:22]([C:25]4[CH:30]=[C:29]([O:31][CH3:32])[CH:28]=[CH:27][C:26]=4[F:33])=[C:21]([CH2:34][C:35]([CH3:38])([CH3:37])[CH3:36])[CH:20]=3)[CH:12]=2)[CH2:5][C:6]([O:8]CC)=[O:7])[CH2:3][CH2:2]1.[OH-].[Na+].Cl. Given the product [CH:1]1([CH:4]([C:11]2[CH:16]=[CH:15][N:14]=[C:13]([CH2:17][O:18][C:19]3[CH:24]=[CH:23][C:22]([C:25]4[CH:30]=[C:29]([O:31][CH3:32])[CH:28]=[CH:27][C:26]=4[F:33])=[C:21]([CH2:34][C:35]([CH3:38])([CH3:37])[CH3:36])[CH:20]=3)[CH:12]=2)[CH2:5][C:6]([OH:8])=[O:7])[CH2:2][CH2:3]1, predict the reactants needed to synthesize it. (2) Given the product [F:17][C:2]1[CH:11]=[CH:10][C:9]2[C:4](=[C:5]([NH2:16])[N:6]=[C:7]3[CH:15]=[CH:14][CH:13]=[CH:12][C:8]3=2)[N:3]=1, predict the reactants needed to synthesize it. The reactants are: Cl[C:2]1[CH:11]=[CH:10][C:9]2[C:4](=[C:5]([NH2:16])[N:6]=[C:7]3[CH:15]=[CH:14][CH:13]=[CH:12][C:8]3=2)[N:3]=1.[F-:17].[K+].C1OCCOCCOCCOCCOCCOC1. (3) The reactants are: [CH2:1]([C:5]1[C:9](/[CH:10]=[CH:11]/[C:12]2[S:13][C:14]([C:18]([OH:20])=O)=[C:15]([CH3:17])[N:16]=2)=[C:8]([CH3:21])[O:7][N:6]=1)[CH2:2][CH2:3][CH3:4].[NH2:22][N:23]1[CH2:28][CH2:27][O:26][CH2:25][CH2:24]1. Given the product [N:23]1([NH:22][C:18]([C:14]2[S:13][C:12](/[CH:11]=[CH:10]/[C:9]3[C:5]([CH2:1][CH2:2][CH2:3][CH3:4])=[N:6][O:7][C:8]=3[CH3:21])=[N:16][C:15]=2[CH3:17])=[O:20])[CH2:28][CH2:27][O:26][CH2:25][CH2:24]1, predict the reactants needed to synthesize it. (4) Given the product [Cl:1][C:2]1[N:3]=[CH:4][C:5]2[N:11]([CH3:22])[C:10](=[O:12])[C:9]([F:14])([F:13])[CH2:8][N:7]([CH:15]3[CH2:19][CH2:18][CH2:17][CH2:16]3)[C:6]=2[N:20]=1, predict the reactants needed to synthesize it. The reactants are: [Cl:1][C:2]1[N:3]=[CH:4][C:5]2[NH:11][C:10](=[O:12])[C:9]([F:14])([F:13])[CH2:8][N:7]([CH:15]3[CH2:19][CH2:18][CH2:17][CH2:16]3)[C:6]=2[N:20]=1.I[CH3:22]. (5) Given the product [C:11]([C:15]1[CH:20]=[CH:19][C:18]([C:2]2[N:7]=[CH:6][C:5]([CH2:8][C:9]#[N:10])=[CH:4][CH:3]=2)=[CH:17][CH:16]=1)([CH3:14])([CH3:13])[CH3:12], predict the reactants needed to synthesize it. The reactants are: Cl[C:2]1[N:7]=[CH:6][C:5]([CH2:8][C:9]#[N:10])=[CH:4][CH:3]=1.[C:11]([C:15]1[CH:20]=[CH:19][C:18](B(O)O)=[CH:17][CH:16]=1)([CH3:14])([CH3:13])[CH3:12].O.P([O-])([O-])([O-])=O.[K+].[K+].[K+]. (6) Given the product [CH3:40][N:36]1[CH2:37][CH2:38][CH2:39][C:34]([CH2:41][C:42]([O:44][CH3:26])=[O:43])([NH:33][S:16](=[O:17])(=[O:18])[NH:15][C:12]2[CH:11]=[CH:10][C:9]([CH2:1][CH2:2][CH2:3][CH2:4][CH2:5][CH2:6][CH2:7][CH3:8])=[CH:14][CH:13]=2)[CH2:35]1, predict the reactants needed to synthesize it. The reactants are: [CH2:1]([C:9]1[CH:14]=[CH:13][C:12]([NH:15][S:16](NC(=O)OCCCl)(=[O:18])=[O:17])=[CH:11][CH:10]=1)[CH2:2][CH2:3][CH2:4][CH2:5][CH2:6][CH2:7][CH3:8].[CH3:26]CN(CC)CC.[NH2:33][C:34]1([CH2:41][C:42]([O-:44])=[O:43])[CH2:39][CH2:38][CH2:37][N:36]([CH3:40])[CH2:35]1. (7) Given the product [CH3:51][O:50][C:48]([NH:47][C@@H:43]([CH:44]([CH3:46])[CH3:45])[C:42]([N:38]1[CH2:39][CH2:40][CH2:41][C@H:37]1[C:35]1[NH:34][C:33]2[C:53]3[C:29]([CH:30]=[CH:31][C:32]=2[N:36]=1)=[CH:28][C:27]([C:22]1[CH:23]=[C:24]2[C:19](=[CH:20][CH:21]=1)[C:17]1[NH:18][C:14]([C@@H:13]4[C@@H:12]5[CH2:56][C@@H:9]([CH2:10][CH2:11]5)[N:8]4[C:64](=[O:66])[C@@H:63]([NH:62][C:60](=[O:61])[O:59][CH3:58])[CH:67]4[CH2:72][CH2:71][O:70][CH2:69][CH2:68]4)=[N:15][C:16]=1[CH2:26][CH2:25]2)=[CH:55][CH:54]=3)=[O:52])=[O:49], predict the reactants needed to synthesize it. The reactants are: C(OC([N:8]1[C@H:13]([C:14]2[NH:18][C:17]3[C:19]4[C:24]([CH2:25][CH2:26][C:16]=3[N:15]=2)=[CH:23][C:22]([C:27]2[CH:28]=[C:29]3[C:53](=[CH:54][CH:55]=2)[C:33]2[NH:34][C:35]([C@@H:37]5[CH2:41][CH2:40][CH2:39][N:38]5[C:42](=[O:52])[C@@H:43]([NH:47][C:48]([O:50][CH3:51])=[O:49])[CH:44]([CH3:46])[CH3:45])=[N:36][C:32]=2[CH:31]=[CH:30]3)=[CH:21][CH:20]=4)[C@@H:12]2[CH2:56][C@H:9]1[CH2:10][CH2:11]2)=O)(C)(C)C.Cl.[CH3:58][O:59][C:60]([NH:62][C@@H:63]([CH:67]1[CH2:72][CH2:71][O:70][CH2:69][CH2:68]1)[C:64]([OH:66])=O)=[O:61].CN(C(ON1N=NC2C=CC=NC1=2)=[N+](C)C)C.F[P-](F)(F)(F)(F)F.CCN(C(C)C)C(C)C. (8) Given the product [F:9][C:8]([F:11])([F:10])[C:6]1[CH:5]=[N:4][CH:3]=[C:2]([CH:7]=1)[C:14]#[N:15], predict the reactants needed to synthesize it. The reactants are: Br[C:2]1[CH:3]=[N:4][CH:5]=[C:6]([C:8]([F:11])([F:10])[F:9])[CH:7]=1.[NH4+].[OH-].[CH3:14][N:15](C=O)C.